This data is from Forward reaction prediction with 1.9M reactions from USPTO patents (1976-2016). The task is: Predict the product of the given reaction. (1) Given the reactants O[C:2]([C:19]1[CH:24]=[CH:23][CH:22]=[CH:21][CH:20]=1)([CH2:15][C:16]([CH3:18])=[CH2:17])[CH2:3][CH2:4][N:5]([C:10]([CH3:14])([C:12]#[CH:13])[CH3:11])[C:6](=[O:9])[O:7]C.Br[C:26]1[CH:27]=[C:28]2[C:33](=[CH:34][CH:35]=1)[N:32]([CH3:36])[C:31](=[O:37])[CH:30]=[CH:29]2, predict the reaction product. The product is: [CH3:14][C:10]([N:5]1[CH2:4][CH2:3][C:2]([CH2:15][C:16]([CH3:18])=[CH2:17])([C:19]2[CH:24]=[CH:23][CH:22]=[CH:21][CH:20]=2)[O:7][C:6]1=[O:9])([C:12]#[C:13][C:26]1[CH:27]=[C:28]2[C:33](=[CH:34][CH:35]=1)[N:32]([CH3:36])[C:31](=[O:37])[CH:30]=[CH:29]2)[CH3:11]. (2) The product is: [Si:1]([O:8][C@H:9]([C:42]1[CH:47]=[CH:46][C:45]([F:48])=[CH:44][CH:43]=1)[CH2:10][S:11][C@H:12]1[C:15](=[O:16])[N:14]([C:17]2[CH:18]=[CH:19][C:20]([C:23]#[C:24][CH2:25][NH:26][S:27]([CH3:30])(=[O:29])=[O:28])=[CH:21][CH:22]=2)[C@@H:13]1[C:31]1[CH:32]=[CH:33][C:34]([O:35][CH2:36][C:37]([NH:50][CH2:51][C:52]([OH:54])=[O:53])=[O:38])=[CH:40][CH:41]=1)([C:4]([CH3:7])([CH3:5])[CH3:6])([CH3:2])[CH3:3]. Given the reactants [Si:1]([O:8][C@H:9]([C:42]1[CH:47]=[CH:46][C:45]([F:48])=[CH:44][CH:43]=1)[CH2:10][S:11][C@H:12]1[C:15](=[O:16])[N:14]([C:17]2[CH:22]=[CH:21][C:20]([C:23]#[C:24][CH2:25][NH:26][S:27]([CH3:30])(=[O:29])=[O:28])=[CH:19][CH:18]=2)[C@@H:13]1[C:31]1[CH:41]=[CH:40][C:34]([O:35][CH2:36][C:37](O)=[O:38])=[CH:33][CH:32]=1)([C:4]([CH3:7])([CH3:6])[CH3:5])([CH3:3])[CH3:2].Cl.[NH2:50][CH2:51][C:52]([O:54]C)=[O:53].CN1CCOCC1.CN(C(ON1N=NC2C=CC=CC1=2)=[N+](C)C)C.[B-](F)(F)(F)F.C(N(CC)CC)C.[Li+].[Cl-], predict the reaction product. (3) Given the reactants [NH2:1][C:2]1[CH:3]=[C:4]([C:9]2[S:13][C:12]([N:14]3[CH2:20][CH2:19][CH2:18][NH:17][C:16](=[O:21])[CH2:15]3)=[N:11][CH:10]=2)[CH:5]=[C:6]([CH3:8])[CH:7]=1.Cl[C:23]1[N:28]=[CH:27][C:26]([Cl:29])=[CH:25][N:24]=1.C(=O)([O-])[O-].[K+].[K+].CC(C1C=C(C(C)C)C(C2C=CC=CC=2P(C2CCCCC2)C2CCCCC2)=C(C(C)C)C=1)C, predict the reaction product. The product is: [Cl:29][C:26]1[CH:25]=[N:24][C:23]([NH:1][C:2]2[CH:3]=[C:4]([C:9]3[S:13][C:12]([N:14]4[CH2:20][CH2:19][CH2:18][NH:17][C:16](=[O:21])[CH2:15]4)=[N:11][CH:10]=3)[CH:5]=[C:6]([CH3:8])[CH:7]=2)=[N:28][CH:27]=1. (4) Given the reactants CC(OC([NH:8][C:9]1[C:10]([C:19]([NH:21][CH:22]([C@H:27]2[CH2:32][CH2:31][C@H:30]([C:33]([F:36])([F:35])[F:34])[CH2:29][CH2:28]2)[C:23]([O:25][CH3:26])=[O:24])=[O:20])=[CH:11][C:12]2[C:17]([CH:18]=1)=[CH:16][CH:15]=[CH:14][CH:13]=2)=O)(C)C.[ClH:37], predict the reaction product. The product is: [ClH:37].[NH2:8][C:9]1[C:10]([C:19]([NH:21][CH:22]([C@H:27]2[CH2:32][CH2:31][C@H:30]([C:33]([F:34])([F:35])[F:36])[CH2:29][CH2:28]2)[C:23]([O:25][CH3:26])=[O:24])=[O:20])=[CH:11][C:12]2[C:17]([CH:18]=1)=[CH:16][CH:15]=[CH:14][CH:13]=2.